This data is from Forward reaction prediction with 1.9M reactions from USPTO patents (1976-2016). The task is: Predict the product of the given reaction. (1) Given the reactants [CH3:1][O:2][C:3]1[CH:4]=[C:5]([N:12]2[CH2:17][CH2:16][CH:15]([N:18]3[CH2:23][CH2:22][CH2:21][CH2:20][CH2:19]3)[CH2:14][CH2:13]2)[CH:6]=[CH:7][C:8]=1[N+:9]([O-])=O.[BH4-].[Na+], predict the reaction product. The product is: [N:18]1([CH:15]2[CH2:16][CH2:17][N:12]([C:5]3[CH:6]=[CH:7][C:8]([NH2:9])=[C:3]([O:2][CH3:1])[CH:4]=3)[CH2:13][CH2:14]2)[CH2:23][CH2:22][CH2:21][CH2:20][CH2:19]1. (2) The product is: [C:1]([OH:6])(=[O:5])[C:2]([CH3:4])=[CH2:3].[C:7]([O:12][CH2:13][CH:14]=[CH2:15])(=[O:11])[C:8]([CH3:10])=[CH2:9]. Given the reactants [C:1]([OH:6])(=[O:5])[C:2]([CH3:4])=[CH2:3].[C:7]([O:12][CH2:13][CH:14]=[CH2:15])(=[O:11])[C:8]([CH3:10])=[CH2:9].N(C(C)(CC(C)C)C#N)=NC(C)(CC(C)C)C#N.O, predict the reaction product. (3) The product is: [F:30][C:27]1[CH:28]=[CH:29][C:24]([N:21]2[C:16]3[CH:17]=[C:18]4[C@:13]([CH2:31][O:32][CH3:33])([CH2:14][C:15]=3[CH:23]=[N:22]2)[CH2:12][N:11]([S:8]([C:5]2[CH:6]=[N:7][C:2]([N:48]3[CH2:49][C@@H:44]5[CH2:50][C@H:47]3[CH2:46][O:45]5)=[CH:3][CH:4]=2)(=[O:10])=[O:9])[CH2:20][CH2:19]4)=[CH:25][CH:26]=1. Given the reactants Cl[C:2]1[N:7]=[CH:6][C:5]([S:8]([N:11]2[CH2:20][CH2:19][C:18]3[C@:13]([CH2:31][O:32][CH3:33])([CH2:14][C:15]4[CH:23]=[N:22][N:21]([C:24]5[CH:29]=[CH:28][C:27]([F:30])=[CH:26][CH:25]=5)[C:16]=4[CH:17]=3)[CH2:12]2)(=[O:10])=[O:9])=[CH:4][CH:3]=1.C(N(C(C)C)CC)(C)C.Cl.[C@H:44]12[CH2:50][C@H:47]([NH:48][CH2:49]1)[CH2:46][O:45]2, predict the reaction product. (4) Given the reactants [F:1][C:2]1[C:7]2[N:8]=[CH:9][S:10][C:6]=2[CH:5]=[C:4]2[NH:11][C:12](=[O:22])[N:13]([C:14]3[CH:19]=[CH:18][C:17]([I:20])=[CH:16][C:15]=3[F:21])[C:3]=12.C(N(CC)CC)C.[CH:30]1([S:33](Cl)(=[O:35])=[O:34])[CH2:32][CH2:31]1, predict the reaction product. The product is: [CH:30]1([S:33]([N:11]2[C:4]3=[CH:5][C:6]4[S:10][CH:9]=[N:8][C:7]=4[C:2]([F:1])=[C:3]3[N:13]([C:14]3[CH:19]=[CH:18][C:17]([I:20])=[CH:16][C:15]=3[F:21])[C:12]2=[O:22])(=[O:35])=[O:34])[CH2:32][CH2:31]1. (5) Given the reactants [Cl:1][C:2]1[CH:3]=[C:4]([NH:9][C:10]2[C:19]3[C:14](=[CH:15][CH:16]=[C:17]([CH2:20][CH2:21][CH2:22][OH:23])[CH:18]=3)[N:13]=[C:12]([C:24]3[CH:25]=[N:26][CH:27]=[CH:28][CH:29]=3)[N:11]=2)[CH:5]=[CH:6][C:7]=1[F:8].C(N(CC)CC)C.[CH3:37][S:38](Cl)(=[O:40])=[O:39].O, predict the reaction product. The product is: [CH3:37][S:38]([O:23][CH2:22][CH2:21][CH2:20][C:17]1[CH:18]=[C:19]2[C:14](=[CH:15][CH:16]=1)[N:13]=[C:12]([C:24]1[CH:25]=[N:26][CH:27]=[CH:28][CH:29]=1)[N:11]=[C:10]2[NH:9][C:4]1[CH:5]=[CH:6][C:7]([F:8])=[C:2]([Cl:1])[CH:3]=1)(=[O:40])=[O:39].